This data is from Full USPTO retrosynthesis dataset with 1.9M reactions from patents (1976-2016). The task is: Predict the reactants needed to synthesize the given product. (1) Given the product [F:1][C:2]1[CH:29]=[CH:28][C:5]([CH2:6][N:7]2[CH:11]=[CH:10][C:9]([C@@H:12]3[CH2:17][N:16]4[CH2:18][CH2:19][CH2:20][C@@H:15]4[CH2:14][NH:13]3)=[N:8]2)=[CH:4][CH:3]=1, predict the reactants needed to synthesize it. The reactants are: [F:1][C:2]1[CH:29]=[CH:28][C:5]([CH2:6][N:7]2[CH:11]=[CH:10][C:9]([C@@H:12]3[CH2:17][N:16]4[CH2:18][CH2:19][CH2:20][C@@H:15]4[CH2:14][N:13]3C(OC(C)(C)C)=O)=[N:8]2)=[CH:4][CH:3]=1. (2) Given the product [Cl:11][C:12]1[CH:13]=[C:14]([NH:20][C:21](=[O:30])[C:22]([CH:24]2[CH2:29][CH2:28][CH2:27][CH2:26][CH2:25]2)([OH:23])[CH2:6][C:5]2[CH:8]=[CH:9][CH:10]=[C:3]([I:2])[CH:4]=2)[CH:15]=[CH:16][C:17]=1[C:18]#[N:19], predict the reactants needed to synthesize it. The reactants are: [Br-].[I:2][C:3]1[CH:4]=[C:5]([CH:8]=[CH:9][CH:10]=1)[CH2:6][Zn+].[Cl:11][C:12]1[CH:13]=[C:14]([NH:20][C:21](=[O:30])[C:22]([CH:24]2[CH2:29][CH2:28][CH2:27][CH2:26][CH2:25]2)=[O:23])[CH:15]=[CH:16][C:17]=1[C:18]#[N:19].[Cl-].[NH4+]. (3) The reactants are: [C:1]([C:3]1[CH:11]=[CH:10][C:6]([C:7]([OH:9])=O)=[CH:5][N:4]=1)#[N:2].[C:12]1([NH2:19])[CH:17]=[CH:16][CH:15]=[CH:14][C:13]=1[NH2:18]. Given the product [NH2:2][CH2:1][C:3]1[CH:11]=[CH:10][C:6]([C:7]([NH:18][C:13]2[CH:14]=[CH:15][CH:16]=[CH:17][C:12]=2[NH2:19])=[O:9])=[CH:5][N:4]=1, predict the reactants needed to synthesize it. (4) Given the product [CH3:15][O:14][C:12]1[CH:11]=[C:10]([O:16][CH3:17])[CH:9]=[C:8]2[C:13]=1[C:4]([CH2:3][CH:20]([C:21]([O:23][CH2:24][CH3:25])=[O:22])[C:19]([O:27][CH2:28][CH3:29])=[O:26])=[CH:5][C:6](=[O:18])[O:7]2, predict the reactants needed to synthesize it. The reactants are: ClC[CH2:3][C:4]1[C:13]2[C:8](=[CH:9][C:10]([O:16][CH3:17])=[CH:11][C:12]=2[O:14][CH3:15])[O:7][C:6](=[O:18])[CH:5]=1.[C:19]([O:27][CH2:28][CH3:29])(=[O:26])[CH2:20][C:21]([O:23][CH2:24][CH3:25])=[O:22].[I-].[K+]. (5) Given the product [CH2:1]([C:5]1[N:9]([CH2:10][C:11]2[CH:16]=[CH:15][C:14]([C:17]3[C:18]([C:23]#[N:24])=[CH:19][CH:20]=[CH:21][CH:22]=3)=[CH:13][CH:12]=2)[C:8](=[O:25])[N:7]([CH:34]([CH2:36][CH3:37])[CH3:35])[N:6]=1)[CH2:2][CH2:3][CH3:4], predict the reactants needed to synthesize it. The reactants are: [CH2:1]([C:5]1[N:9]([CH2:10][C:11]2[CH:16]=[CH:15][C:14]([C:17]3[C:18]([C:23]#[N:24])=[CH:19][CH:20]=[CH:21][CH:22]=3)=[CH:13][CH:12]=2)[C:8](=[O:25])[NH:7][N:6]=1)[CH2:2][CH2:3][CH3:4].CN(C)C=O.[H-].[Na+].Br[CH:34]([CH2:36][CH3:37])[CH3:35]. (6) Given the product [F:13][C:14]1[CH:19]=[CH:18][C:17]([C:20]([C:22]2[CH:27]=[CH:26][C:25]([F:28])=[CH:24][CH:23]=2)([C:2]2[CH:7]=[CH:6][N:5]=[CH:4][CH:3]=2)[OH:21])=[CH:16][CH:15]=1, predict the reactants needed to synthesize it. The reactants are: Br[C:2]1[CH:7]=[CH:6][N:5]=[CH:4][CH:3]=1.C([Mg]Cl)(C)C.[F:13][C:14]1[CH:19]=[CH:18][C:17]([C:20]([C:22]2[CH:27]=[CH:26][C:25]([F:28])=[CH:24][CH:23]=2)=[O:21])=[CH:16][CH:15]=1. (7) The reactants are: [C:1]([O:5][C:6]([N:8]1[CH2:15][CH:14]2[CH:10]([CH2:11][CH:12]([C:16]([OH:18])=O)[CH2:13]2)[CH2:9]1)=[O:7])([CH3:4])([CH3:3])[CH3:2].Cl.[CH3:20][NH:21][O:22][CH3:23].C(N(C(C)C)CC)(C)C.F[P-](F)(F)(F)(F)F.N1(OC(N(C)C)=[N+](C)C)C2C=CC=CC=2N=N1.C(=O)(O)[O-].[Na+]. Given the product [CH3:23][O:22][N:21]([CH3:20])[C:16]([CH:12]1[CH2:11][CH:10]2[CH:14]([CH2:15][N:8]([C:6]([O:5][C:1]([CH3:2])([CH3:3])[CH3:4])=[O:7])[CH2:9]2)[CH2:13]1)=[O:18], predict the reactants needed to synthesize it.